From a dataset of Forward reaction prediction with 1.9M reactions from USPTO patents (1976-2016). Predict the product of the given reaction. (1) Given the reactants [Cl:1][C:2]1[CH:3]=[C:4]([CH2:18][N:19]2[C:23]([CH3:24])=[CH:22][C:21]([C:25]([O:27]CC)=[O:26])=[N:20]2)[C:5]2[O:9][C:8]([C:10]3[CH:15]=[CH:14][C:13]([F:16])=[CH:12][N:11]=3)=[CH:7][C:6]=2[CH:17]=1.[OH-].[Na+], predict the reaction product. The product is: [Cl:1][C:2]1[CH:3]=[C:4]([CH2:18][N:19]2[C:23]([CH3:24])=[CH:22][C:21]([C:25]([OH:27])=[O:26])=[N:20]2)[C:5]2[O:9][C:8]([C:10]3[CH:15]=[CH:14][C:13]([F:16])=[CH:12][N:11]=3)=[CH:7][C:6]=2[CH:17]=1. (2) The product is: [ClH:26].[NH2:14][CH2:15][CH2:16][S:17][CH2:18][C@@:19]([CH3:24])([C:21]([OH:23])=[O:22])[NH2:20]. Given the reactants FC(F)(F)C(O)=O.CC(C)(OC([NH:14][CH2:15][CH2:16][S:17][CH2:18][C@@:19]([CH3:24])([C:21]([OH:23])=[O:22])[NH2:20])=O)C.[ClH:26], predict the reaction product. (3) Given the reactants [CH3:1][O:2][C:3]1[CH:8]=[CH:7][C:6]([S:9](Cl)(=[O:11])=[O:10])=[CH:5][CH:4]=1.C(N(CC)CC)C.[CH3:20][O:21][C:22](=[O:31])[C@H:23]([CH2:25][C:26]1[N:30]=[CH:29][NH:28][CH:27]=1)[NH2:24].C(=O)(O)[O-].[Na+], predict the reaction product. The product is: [CH3:1][O:2][C:3]1[CH:8]=[CH:7][C:6]([S:9]([NH:24][C@H:23]([C:22]([O:21][CH3:20])=[O:31])[CH2:25][C:26]2[N:30]=[CH:29][NH:28][CH:27]=2)(=[O:11])=[O:10])=[CH:5][CH:4]=1. (4) Given the reactants [Cl:1][C:2]1[CH:7]=[C:6]([O:8][C:9]2[CH:14]=[CH:13][C:12]([N:15]=[C:16]=[O:17])=[CH:11][CH:10]=2)[N:5]=[CH:4][N:3]=1.[CH2:18]([N:20]1[CH2:25][CH2:24][N:23]([CH2:26][CH2:27][C:28]2[CH:33]=[CH:32][C:31]([NH2:34])=[CH:30][C:29]=2[C:35]([F:38])([F:37])[F:36])[CH2:22][CH2:21]1)[CH3:19].CCOCC, predict the reaction product. The product is: [Cl:1][C:2]1[N:3]=[CH:4][N:5]=[C:6]([O:8][C:9]2[CH:10]=[CH:11][C:12]([NH:15][C:16]([NH:34][C:31]3[CH:32]=[CH:33][C:28]([CH2:27][CH2:26][N:23]4[CH2:22][CH2:21][N:20]([CH2:18][CH3:19])[CH2:25][CH2:24]4)=[C:29]([C:35]([F:38])([F:37])[F:36])[CH:30]=3)=[O:17])=[CH:13][CH:14]=2)[CH:7]=1.